This data is from Reaction yield outcomes from USPTO patents with 853,638 reactions. The task is: Predict the reaction yield, written as a fraction of the theoretical maximum amount of product (1.0 means a 100% yield; for example, 0.34 means a 34% yield). (1) The reactants are [N:1]1[N:5]2[C:6]3[CH:14]=[CH:13][CH:12]=[CH:11][C:7]=3[O:8][CH2:9][CH2:10][C:4]2=[N:3][C:2]=1[C:15]([OH:17])=O.C[N:19](C)C=O.F[P-](F)(F)(F)(F)F.C[N+](C)=C(N(C)C)ON1C2N=CC=CC=2N=N1.ClC1C=CC2N=NN(O)C=2C=1.[Cl-].[NH4+].C(N(CC)C(C)C)(C)C. The catalyst is C(#N)C.O. The product is [N:1]1[N:5]2[C:6]3[CH:14]=[CH:13][CH:12]=[CH:11][C:7]=3[O:8][CH2:9][CH2:10][C:4]2=[N:3][C:2]=1[C:15]([NH2:19])=[O:17]. The yield is 0.310. (2) The reactants are [C:1]([O:5][C:6]([N:8]1[CH2:12][CH:11]([NH:13][C:14]([O:16][CH2:17][CH2:18][Si:19]([CH3:22])([CH3:21])[CH3:20])=[O:15])[CH:10]([C:23](O)=[O:24])[CH2:9]1)=[O:7])([CH3:4])([CH3:3])[CH3:2].O=C1N(P(Cl)(N2CCOC2=O)=O)CCO1.CCN(C(C)C)C(C)C.[F:50][C:51]1[CH:52]=[C:53]([NH2:57])[CH:54]=[CH:55][CH:56]=1. The catalyst is ClCCCl.CCOC(C)=O. The product is [C:1]([O:5][C:6]([N:8]1[CH2:12][CH:11]([NH:13][C:14]([O:16][CH2:17][CH2:18][Si:19]([CH3:20])([CH3:22])[CH3:21])=[O:15])[CH:10]([C:23](=[O:24])[NH:57][C:53]2[CH:54]=[CH:55][CH:56]=[C:51]([F:50])[CH:52]=2)[CH2:9]1)=[O:7])([CH3:2])([CH3:4])[CH3:3]. The yield is 0.425. (3) The product is [F:12][C:5]1[C:6]2[O:10][CH2:9][O:8][C:7]=2[CH:11]=[C:3]([CH2:2][C:13]#[N:14])[CH:4]=1. The catalyst is CS(C)=O. The yield is 0.700. The reactants are Cl[CH2:2][C:3]1[CH:4]=[C:5]([F:12])[C:6]2[O:10][CH2:9][O:8][C:7]=2[CH:11]=1.[C-:13]#[N:14].[Na+].O. (4) The reactants are [CH3:1][O:2][C:3]([C:5]1[N:6]([C:18]2[CH:23]=[CH:22][CH:21]=[CH:20][CH:19]=2)[C:7]2[C:12]([C:13](=[O:16])[C:14]=1[CH3:15])=[CH:11][CH:10]=[C:9]([Cl:17])[CH:8]=2)=[O:4].[Br:24]N1C(=O)CCC1=O.C(OOC(=O)C1C=CC=CC=1)(=O)C1C=CC=CC=1. The catalyst is C(Cl)(Cl)(Cl)Cl. The product is [CH3:1][O:2][C:3]([C:5]1[N:6]([C:18]2[CH:23]=[CH:22][CH:21]=[CH:20][CH:19]=2)[C:7]2[C:12]([C:13](=[O:16])[C:14]=1[CH2:15][Br:24])=[CH:11][CH:10]=[C:9]([Cl:17])[CH:8]=2)=[O:4]. The yield is 0.856. (5) The reactants are [CH3:1][O:2][C:3]([C:5]1[S:6][C:7](Br)=[CH:8][C:9]=1[N:10]([C@H:20]1[CH2:25][CH2:24][C@H:23]([OH:26])[CH2:22][CH2:21]1)[C:11]([C@H:13]1[CH2:18][CH2:17][C@H:16]([CH3:19])[CH2:15][CH2:14]1)=[O:12])=[O:4].[CH2:28]([Sn:32]([CH2:50][CH2:51][CH2:52][CH3:53])([CH2:46][CH2:47][CH2:48][CH3:49])[Sn:32]([CH2:46][CH2:47][CH2:48][CH3:49])([CH2:50][CH2:51][CH2:52][CH3:53])[CH2:28][CH2:29][CH2:30][CH3:31])[CH2:29][CH2:30][CH3:31]. The catalyst is C1(C)C=CC=CC=1.C1C=CC([P]([Pd]([P](C2C=CC=CC=2)(C2C=CC=CC=2)C2C=CC=CC=2)([P](C2C=CC=CC=2)(C2C=CC=CC=2)C2C=CC=CC=2)[P](C2C=CC=CC=2)(C2C=CC=CC=2)C2C=CC=CC=2)(C2C=CC=CC=2)C2C=CC=CC=2)=CC=1. The product is [CH3:1][O:2][C:3]([C:5]1[S:6][C:7]([Sn:32]([CH2:46][CH2:47][CH2:48][CH3:49])([CH2:50][CH2:51][CH2:52][CH3:53])[CH2:28][CH2:29][CH2:30][CH3:31])=[CH:8][C:9]=1[N:10]([C@H:20]1[CH2:25][CH2:24][C@H:23]([OH:26])[CH2:22][CH2:21]1)[C:11]([C@H:13]1[CH2:18][CH2:17][C@H:16]([CH3:19])[CH2:15][CH2:14]1)=[O:12])=[O:4]. The yield is 0.210. (6) The reactants are [NH:1]1[C:5](=[O:6])[CH2:4][CH2:3][C@H:2]1[C:7]([OH:9])=[O:8].O.[C:11]1(C)[CH:16]=CC(S(O)(=O)=O)=C[CH:12]=1. The catalyst is C(O)(C)C.CCOCC. The product is [NH:1]1[C:5](=[O:6])[CH2:4][CH2:3][C@H:2]1[C:7]([O:9][CH:11]([CH3:16])[CH3:12])=[O:8]. The yield is 0.960. (7) The product is [O:16]1[CH2:17][CH2:18][N:13]([CH2:2][C:3]2[CH:8]=[CH:7][CH:6]=[CH:5][C:4]=2[CH2:9][C:10]([OH:12])=[O:11])[CH2:14][CH2:15]1. The catalyst is C1COCC1.C(OCC)(=O)C. The yield is 0.870. The reactants are Cl[CH2:2][C:3]1[CH:8]=[CH:7][CH:6]=[CH:5][C:4]=1[CH2:9][C:10]([OH:12])=[O:11].[NH:13]1[CH2:18][CH2:17][O:16][CH2:15][CH2:14]1.